This data is from Full USPTO retrosynthesis dataset with 1.9M reactions from patents (1976-2016). The task is: Predict the reactants needed to synthesize the given product. (1) The reactants are: [Cl:1][C:2]1[CH:10]=[C:9]2[C:5]([CH:6]=[CH:7][NH:8]2)=[CH:4][C:3]=1[C:11]([O:13][CH3:14])=[O:12].[Cl-].C([Al+]CC)C.[C:21](Cl)(=[O:23])[CH3:22]. Given the product [C:21]([C:6]1[C:5]2[C:9](=[CH:10][C:2]([Cl:1])=[C:3]([C:11]([O:13][CH3:14])=[O:12])[CH:4]=2)[NH:8][CH:7]=1)(=[O:23])[CH3:22], predict the reactants needed to synthesize it. (2) Given the product [N+:37]([O:36][C@@H:30]([CH2:31][O:32][N+:33]([O-:35])=[O:34])[CH2:29][CH2:28][CH2:27][CH2:26][O:25][C:23]([O:22][CH:20]([O:19][C:17]([C:13]1[N:12]([CH2:40][C:41]2[CH:42]=[CH:43][C:44]([C:47]3[CH:52]=[CH:51][CH:50]=[CH:49][C:48]=3[C:53]3[N-:57][N:56]=[N:55][N:54]=3)=[CH:45][CH:46]=2)[C:11]([CH2:7][CH2:8][CH2:9][CH3:10])=[N:15][C:14]=1[Cl:16])=[O:18])[CH3:21])=[O:24])([O-:39])=[O:38].[K+:5], predict the reactants needed to synthesize it. The reactants are: C(=O)([O-])[O-].[K+:5].[K+].[CH2:7]([C:11]1[N:12]([CH2:40][C:41]2[CH:46]=[CH:45][C:44]([C:47]3[CH:52]=[CH:51][CH:50]=[CH:49][C:48]=3[C:53]3[NH:57][N:56]=[N:55][N:54]=3)=[CH:43][CH:42]=2)[C:13]([C:17]([O:19][CH:20]([O:22][C:23]([O:25][CH2:26][CH2:27][CH2:28][CH2:29][C@@H:30]([O:36][N+:37]([O-:39])=[O:38])[CH2:31][O:32][N+:33]([O-:35])=[O:34])=[O:24])[CH3:21])=[O:18])=[C:14]([Cl:16])[N:15]=1)[CH2:8][CH2:9][CH3:10]. (3) The reactants are: [C:1]([O:5][C:6]([N:8]1[C:17]2[C:12](=[CH:13][CH:14]=[C:15]([CH2:18][CH2:19][O:20][C:21]3[CH:22]=[C:23]4[C:27](=[CH:28][CH:29]=3)[N:26]([C:30]([C:37]3[CH:42]=[CH:41][CH:40]=[CH:39][CH:38]=3)=[CH:31][C:32]([O:34][CH2:35][CH3:36])=[O:33])[CH:25]=[CH:24]4)[N:16]=2)[CH2:11][CH2:10][CH2:9]1)=[O:7])([CH3:4])([CH3:3])[CH3:2].[H][H]. Given the product [C:1]([O:5][C:6]([N:8]1[C:17]2[C:12](=[CH:13][CH:14]=[C:15]([CH2:18][CH2:19][O:20][C:21]3[CH:22]=[C:23]4[C:27](=[CH:28][CH:29]=3)[N:26]([CH:30]([C:37]3[CH:42]=[CH:41][CH:40]=[CH:39][CH:38]=3)[CH2:31][C:32]([O:34][CH2:35][CH3:36])=[O:33])[CH:25]=[CH:24]4)[N:16]=2)[CH2:11][CH2:10][CH2:9]1)=[O:7])([CH3:2])([CH3:3])[CH3:4], predict the reactants needed to synthesize it. (4) Given the product [CH2:1]([O:8][C:9]1[CH:22]=[CH:21][C:12]([CH2:13][N:14]2[CH2:15][CH2:16][CH:17]([O:20][C:26]3[C:35]4[C:30](=[C:31]([F:36])[CH:32]=[CH:33][CH:34]=4)[N:29]=[C:28]([CH3:37])[CH:27]=3)[CH2:18][CH2:19]2)=[CH:11][CH:10]=1)[C:2]1[CH:3]=[CH:4][CH:5]=[CH:6][CH:7]=1, predict the reactants needed to synthesize it. The reactants are: [CH2:1]([O:8][C:9]1[CH:22]=[CH:21][C:12]([CH2:13][N:14]2[CH2:19][CH2:18][CH:17]([OH:20])[CH2:16][CH2:15]2)=[CH:11][CH:10]=1)[C:2]1[CH:7]=[CH:6][CH:5]=[CH:4][CH:3]=1.[H-].[Na+].Cl[C:26]1[C:35]2[C:30](=[C:31]([F:36])[CH:32]=[CH:33][CH:34]=2)[N:29]=[C:28]([CH3:37])[CH:27]=1. (5) Given the product [C:1]([O:5][C:6]([N:7]([CH3:8])[C:9]1[CH:14]=[CH:13][C:12]([CH:15]=[CH:16][C:17]2[CH:18]=[CH:19][C:20]([O:23][CH2:24][CH2:25][O:26][CH2:27][CH2:28][O:29][S:39]([CH3:38])(=[O:41])=[O:40])=[CH:21][CH:22]=2)=[CH:11][CH:10]=1)=[O:30])([CH3:3])([CH3:2])[CH3:4], predict the reactants needed to synthesize it. The reactants are: [C:1]([O:5][C:6](=[O:30])[N:7]([C:9]1[CH:14]=[CH:13][C:12]([CH:15]=[CH:16][C:17]2[CH:22]=[CH:21][C:20]([O:23][CH2:24][CH2:25][O:26][CH2:27][CH2:28][OH:29])=[CH:19][CH:18]=2)=[CH:11][CH:10]=1)[CH3:8])([CH3:4])([CH3:3])[CH3:2].C(N(CC)CC)C.[CH3:38][S:39](Cl)(=[O:41])=[O:40]. (6) Given the product [Cl:1][C:2]1[CH:7]=[C:6]([Cl:8])[N:5]=[C:4]([S:13]([CH3:17])(=[O:15])=[O:12])[N:3]=1, predict the reactants needed to synthesize it. The reactants are: [Cl:1][C:2]1[CH:7]=[C:6]([Cl:8])[N:5]=[C:4](SC)[N:3]=1.O[O:12][S:13]([O-:15])=O.[K+].[CH3:17]COC(C)=O. (7) Given the product [CH:18]1([CH:11]2[C:12]3[C:17](=[CH:16][CH:15]=[CH:14][CH:13]=3)[NH:8][CH2:9][CH2:10]2)[CH2:19][CH2:20][CH2:21]1, predict the reactants needed to synthesize it. The reactants are: C([N:8]1[C:17]2[C:12](=[CH:13][CH:14]=[CH:15][CH:16]=2)[CH:11]([CH:18]2[CH2:21][CH2:20][CH2:19]2)[CH2:10][CH2:9]1)C1C=CC=CC=1.C(Cl)(=O)OC(Cl)C.CO. (8) Given the product [NH2:15][C:12]1[C:4]([C:5]([O:7][C:8]([CH3:10])([CH3:9])[CH3:11])=[O:6])=[CH:3][C:2]([Cl:1])=[N:14][CH:13]=1, predict the reactants needed to synthesize it. The reactants are: [Cl:1][C:2]1[CH:3]=[C:4]([C:12]([N+:15]([O-])=O)=[CH:13][N:14]=1)[C:5]([O:7][C:8]([CH3:11])([CH3:10])[CH3:9])=[O:6].[Cl-].[NH4+].CC(O)C. (9) Given the product [C:12]([O:11][C@@H:10]1[C@H:20]([O:21][C:22](=[O:29])[C:23]2[CH:24]=[CH:25][CH:26]=[CH:27][CH:28]=2)[C@@H:30]([CH2:32][O:33][C:34](=[O:41])[C:35]2[CH:40]=[CH:39][CH:38]=[CH:37][CH:36]=2)[O:31][C@H:9]1[N:6]1[C:7](=[O:8])[C:2]2[NH:1][CH:44]=[N:43][C:3]=2[NH:4][C:5]1=[O:42])(=[O:19])[C:13]1[CH:14]=[CH:15][CH:16]=[CH:17][CH:18]=1, predict the reactants needed to synthesize it. The reactants are: [NH2:1][C:2]1[C:7](=[O:8])[N:6]([C@@H:9]2[O:31][C@H:30]([CH2:32][O:33][C:34](=[O:41])[C:35]3[CH:40]=[CH:39][CH:38]=[CH:37][CH:36]=3)[C@@H:20]([O:21][C:22](=[O:29])[C:23]3[CH:28]=[CH:27][CH:26]=[CH:25][CH:24]=3)[C@H:10]2[O:11][C:12](=[O:19])[C:13]2[CH:18]=[CH:17][CH:16]=[CH:15][CH:14]=2)[C:5](=[O:42])[NH:4][C:3]=1[NH2:43].[CH3:44]C1C=CC(S(O)(=O)=O)=CC=1. (10) The reactants are: [F:1][C:2]([F:24])([F:23])[C:3]1[CH:22]=[CH:21][C:6]([CH2:7][C@H:8]2[CH2:12][O:11][S:10](=[O:13])[N:9]2[C:14]([O:16][C:17]([CH3:20])([CH3:19])[CH3:18])=[O:15])=[CH:5][CH:4]=1.C([O:29]C(N[C@@H](CC1C=CC(C(F)(F)F)=CC=1)C(OC)=O)=O)(C)(C)C.CCOC(C)=O.CC#N.O.I([O-])(=O)(=O)=O.[Na+]. Given the product [F:24][C:2]([F:1])([F:23])[C:3]1[CH:4]=[CH:5][C:6]([CH2:7][C@H:8]2[CH2:12][O:11][S:10](=[O:29])(=[O:13])[N:9]2[C:14]([O:16][C:17]([CH3:19])([CH3:20])[CH3:18])=[O:15])=[CH:21][CH:22]=1, predict the reactants needed to synthesize it.